From a dataset of Full USPTO retrosynthesis dataset with 1.9M reactions from patents (1976-2016). Predict the reactants needed to synthesize the given product. (1) Given the product [CH2:1]([O:8][C:9]1[CH:17]=[CH:16][CH:15]=[C:14]2[C:10]=1[CH:11]=[CH:12][N:13]2[CH2:21][CH2:22][C:23]([OH:25])=[O:24])[C:2]1[CH:3]=[CH:4][CH:5]=[CH:6][CH:7]=1, predict the reactants needed to synthesize it. The reactants are: [CH2:1]([O:8][C:9]1[CH:17]=[CH:16][CH:15]=[C:14]2[C:10]=1[CH:11]=[CH:12][NH:13]2)[C:2]1[CH:7]=[CH:6][CH:5]=[CH:4][CH:3]=1.[OH-].[K+].Br[CH2:21][CH2:22][C:23]([O:25]CC)=[O:24].Cl. (2) Given the product [CH2:22]([NH:29][CH:5]1[CH2:4][CH2:3][C:2]([CH3:1])([S:9]([C:12]2[CH:17]=[CH:16][CH:15]=[C:14]([C:18]([F:20])([F:21])[F:19])[CH:13]=2)(=[O:10])=[O:11])[CH2:7][CH2:6]1)[C:23]1[CH:28]=[CH:27][CH:26]=[CH:25][CH:24]=1, predict the reactants needed to synthesize it. The reactants are: [CH3:1][C:2]1([S:9]([C:12]2[CH:17]=[CH:16][CH:15]=[C:14]([C:18]([F:21])([F:20])[F:19])[CH:13]=2)(=[O:11])=[O:10])[CH2:7][CH2:6][C:5](=O)[CH2:4][CH2:3]1.[CH2:22]([NH2:29])[C:23]1[CH:28]=[CH:27][CH:26]=[CH:25][CH:24]=1.CC(O)=O. (3) Given the product [Si:1]([O:8][CH2:9][CH2:10][CH2:11][N:12]([CH2:47][CH2:48][CH3:49])[C:13]([C:15]1=[CH:16][C:17]2[CH:33]=[CH:32][C:31]([C:34]3[CH:39]=[CH:38][C:37]([C:40]([N:42]4[CH2:43][CH2:44][CH2:45][CH2:46]4)=[O:41])=[CH:36][CH:35]=3)=[CH:30][C:18]=2[N:19]=[C:20]([NH:22][CH3:23])[CH2:21]1)=[O:14])([C:4]([CH3:7])([CH3:5])[CH3:6])([CH3:2])[CH3:3], predict the reactants needed to synthesize it. The reactants are: [Si:1]([O:8][CH2:9][CH2:10][CH2:11][N:12]([CH2:47][CH2:48][CH3:49])[C:13]([C:15]1=[CH:16][C:17]2[CH:33]=[CH:32][C:31]([C:34]3[CH:39]=[CH:38][C:37]([C:40]([N:42]4[CH2:46][CH2:45][CH2:44][CH2:43]4)=[O:41])=[CH:36][CH:35]=3)=[CH:30][C:18]=2[N:19]=[C:20]([NH:22][C:23](=O)OC(C)(C)C)[CH2:21]1)=[O:14])([C:4]([CH3:7])([CH3:6])[CH3:5])([CH3:3])[CH3:2].CN. (4) Given the product [C:24]1([C:20]2[CH:19]=[C:18]([C:15]3[N:12]4[CH:13]=[CH:14][C:9]([C:8]5[C:3]([OH:2])=[N:4][CH:5]=[CH:6][CH:7]=5)=[CH:10][C:11]4=[N:17][CH:16]=3)[CH:23]=[CH:22][N:21]=2)[CH:25]=[CH:26][CH:27]=[CH:28][CH:29]=1, predict the reactants needed to synthesize it. The reactants are: C[O:2][C:3]1[C:8]([C:9]2[CH:14]=[CH:13][N:12]3[C:15]([C:18]4[CH:23]=[CH:22][N:21]=[C:20]([C:24]5[CH:29]=[CH:28][CH:27]=[CH:26][CH:25]=5)[CH:19]=4)=[CH:16][N:17]=[C:11]3[CH:10]=2)=[CH:7][CH:6]=[CH:5][N:4]=1.Cl.O.[OH-].[Na+]. (5) Given the product [CH:64]1([N:63]([CH:60]2[CH2:62][CH2:61]2)[C:10](=[O:12])[C:9]2[CH:8]=[CH:7][C:6]([C:3]([OH:5])([CH3:4])[C:2]([F:1])([F:16])[F:15])=[CH:14][CH:13]=2)[CH2:69][CH2:68][CH2:67][CH2:66][CH2:65]1, predict the reactants needed to synthesize it. The reactants are: [F:1][C:2]([F:16])([F:15])[C:3]([C:6]1[CH:14]=[CH:13][C:9]([C:10]([OH:12])=O)=[CH:8][CH:7]=1)([OH:5])[CH3:4].CN(C(ON1N=NC2C=CC=CC1=2)=[N+](C)C)C.F[P-](F)(F)(F)(F)F.C1C=CC2N(O)N=NC=2C=1.CCN(C(C)C)C(C)C.[CH:60]1([NH:63][CH:64]2[CH2:69][CH2:68][CH2:67][CH2:66][CH2:65]2)[CH2:62][CH2:61]1.Cl.